This data is from Reaction yield outcomes from USPTO patents with 853,638 reactions. The task is: Predict the reaction yield, written as a fraction of the theoretical maximum amount of product (1.0 means a 100% yield; for example, 0.34 means a 34% yield). The reactants are C(=O)([O-])[O-].[Cs+].[Cs+].ClC1N=[C:12]([C:14](=[N:28][OH:29])[C:15]([F:27])([F:26])[C:16]2[CH:17]=[C:18]3[C:23](=[CH:24][CH:25]=2)[N:22]=[CH:21][CH:20]=[CH:19]3)[C:11](F)=[CH:10][CH:9]=1.[F:31][C:32]1[CH:33]=[C:34](B(O)O)[CH:35]=[C:36]([F:38])[CH:37]=1.[CH3:42][N:43](C=O)C. The catalyst is O.C1C=CC(P(C2C=CC=CC=2)[C-]2C=CC=C2)=CC=1.C1C=CC(P(C2C=CC=CC=2)[C-]2C=CC=C2)=CC=1.Cl[Pd]Cl.[Fe+2].C(Cl)Cl. The product is [F:31][C:32]1[CH:33]=[C:34]([C:10]2[CH:11]=[C:12]3[C:14]([C:15]([F:26])([F:27])[C:16]4[CH:17]=[C:18]5[C:23](=[CH:24][CH:25]=4)[N:22]=[CH:21][CH:20]=[CH:19]5)=[N:28][O:29][C:42]3=[N:43][CH:9]=2)[CH:35]=[C:36]([F:38])[CH:37]=1. The yield is 0.0900.